This data is from Reaction yield outcomes from USPTO patents with 853,638 reactions. The task is: Predict the reaction yield, written as a fraction of the theoretical maximum amount of product (1.0 means a 100% yield; for example, 0.34 means a 34% yield). (1) The reactants are [C:1]([C@H:5]1[CH2:10][CH2:9][C@H:8]([O:11][C:12]2[CH:13]=[C:14]3[C:19](=[CH:20][CH:21]=2)[CH:18]=[C:17]([CH:22]=O)[CH:16]=[CH:15]3)[CH2:7][CH2:6]1)([CH3:4])([CH3:3])[CH3:2].[NH2:24][CH2:25][C:26]#[N:27].C(O)(=O)C.[BH-](OC(C)=O)(OC(C)=O)OC(C)=O.[Na+].C([O-])(O)=O.[Na+]. The catalyst is ClCCCl. The product is [C:1]([C@H:5]1[CH2:10][CH2:9][C@H:8]([O:11][C:12]2[CH:13]=[C:14]3[C:19](=[CH:20][CH:21]=2)[CH:18]=[C:17]([CH2:22][NH:27][CH2:26][C:25]#[N:24])[CH:16]=[CH:15]3)[CH2:7][CH2:6]1)([CH3:4])([CH3:3])[CH3:2]. The yield is 0.690. (2) The reactants are [CH2:1]([O:5][C:6]1[CH:16]=[CH:15][C:9]([C:10]([O:12]CC)=[O:11])=[CH:8][CH:7]=1)[CH2:2][CH2:3][CH3:4].[OH-].[Na+].Cl. The catalyst is CCO.O. The product is [CH2:1]([O:5][C:6]1[CH:16]=[CH:15][C:9]([C:10]([OH:12])=[O:11])=[CH:8][CH:7]=1)[CH2:2][CH2:3][CH3:4]. The yield is 0.940. (3) The catalyst is C(O)C.O1CCCC1. The reactants are C([O:3][C:4]([C:6]1[C:10]([CH3:11])=[C:9]([C:12]2[NH:13][C:14]3[CH:20]=[C:19]([C:21](=[O:28])[C:22]4[CH:27]=[CH:26][CH:25]=[CH:24][CH:23]=4)[CH:18]=[CH:17][C:15]=3[N:16]=2)[NH:8][C:7]=1[CH3:29])=[O:5])C.[OH-].[Na+].Cl. The product is [C:21]([C:19]1[CH:18]=[CH:17][C:15]2[N:16]=[C:12]([C:9]3[NH:8][C:7]([CH3:29])=[C:6]([C:4]([OH:5])=[O:3])[C:10]=3[CH3:11])[NH:13][C:14]=2[CH:20]=1)(=[O:28])[C:22]1[CH:23]=[CH:24][CH:25]=[CH:26][CH:27]=1. The yield is 0.750. (4) The reactants are [NH:1]1[C:9]2[C:4](=[CH:5][CH:6]=[CH:7][CH:8]=2)[C:3]([C:10]([OH:12])=[O:11])=[N:2]1.[CH3:13]O. The catalyst is OS(O)(=O)=O. The product is [NH:1]1[C:9]2[C:4](=[CH:5][CH:6]=[CH:7][CH:8]=2)[C:3]([C:10]([O:12][CH3:13])=[O:11])=[N:2]1. The yield is 0.901.